This data is from Reaction yield outcomes from USPTO patents with 853,638 reactions. The task is: Predict the reaction yield, written as a fraction of the theoretical maximum amount of product (1.0 means a 100% yield; for example, 0.34 means a 34% yield). (1) The reactants are [Cl:1][C:2]1[CH:10]=[CH:9][C:5]([C:6](O)=[O:7])=[CH:4][C:3]=1[O:11][CH3:12].B.C1COCC1. The catalyst is C1COCC1. The product is [Cl:1][C:2]1[CH:10]=[CH:9][C:5]([CH2:6][OH:7])=[CH:4][C:3]=1[O:11][CH3:12]. The yield is 0.990. (2) The reactants are [C:1]([O:5][C@@H:6]([C:11]1[C:40]([CH3:41])=[C:39]([CH2:42][OH:43])[C:38]2=[N:44][C:35]3=[CH:36][N:37]2[C:12]=1[N:13]1[CH2:49][CH2:48][C:16]([CH3:50])([O:17][CH2:18][CH2:19][CH2:20][CH2:21][C@H:22]([CH3:47])[O:23][C:24]2[CH:25]=[CH:26][C:27]([F:46])=[CH:28][C:29]=2[C:30]2[CH:45]=[C:34]3[CH:33]=[CH:32][CH:31]=2)[CH2:15][CH2:14]1)[C:7]([O:9][CH3:10])=[O:8])([CH3:4])([CH3:3])[CH3:2].C(O[C@@H](C1C(C)=CC2=NC3=C([Cl:93])N2C=1N1CCC(C)(OCCCC[C@H](C)OC2C=C(C)C(F)=CC=2C2C=C3C=CC=2)CC1)C(OC)=O)(C)(C)C. No catalyst specified. The product is [C:1]([O:5][C@@H:6]([C:11]1[C:40]([CH3:41])=[C:39]([CH2:42][OH:43])[C:38]2=[N:44][C:35]3=[C:36]([Cl:93])[N:37]2[C:12]=1[N:13]1[CH2:14][CH2:15][C:16]([CH3:50])([O:17][CH2:18][CH2:19][CH2:20][CH2:21][C@H:22]([CH3:47])[O:23][C:24]2[CH:25]=[CH:26][C:27]([F:46])=[CH:28][C:29]=2[C:30]2[CH:45]=[C:34]3[CH:33]=[CH:32][CH:31]=2)[CH2:48][CH2:49]1)[C:7]([O:9][CH3:10])=[O:8])([CH3:4])([CH3:2])[CH3:3]. The yield is 0.700. (3) The reactants are [C:1](N1C=CC=CC1=O)(N1C=CC=CC1=O)=[S:2].[Br:17][C:18]1[CH:27]=[C:26]2[C:21]([CH:22]=[C:23]([NH2:28])[N:24]=[CH:25]2)=[CH:20][CH:19]=1.BrC1C=CC=C2C=1C=C(N)N=C2. The catalyst is ClCCl. The product is [Br:17][C:18]1[CH:27]=[C:26]2[C:21]([CH:22]=[C:23]([N:28]=[C:1]=[S:2])[N:24]=[CH:25]2)=[CH:20][CH:19]=1. The yield is 0.220. (4) The reactants are [OH:1][C:2]1[CH:7]=[CH:6][C:5]([C:8](=[O:28])[CH2:9][NH:10][C:11]([C@@:13]2([CH3:27])[CH2:17][O:16][C:15]([CH3:19])([CH3:18])[N:14]2[C:20]([O:22][C:23]([CH3:26])([CH3:25])[CH3:24])=[O:21])=[O:12])=[CH:4][C:3]=1[C:29]([F:32])([F:31])[F:30].[O:33]([CH2:40][CH2:41][CH2:42][CH2:43]O)[C:34]1[CH:39]=[CH:38][CH:37]=[CH:36][CH:35]=1. The catalyst is C(#N)C.O. The product is [CH3:18][C:15]1([CH3:19])[N:14]([C:20]([O:22][C:23]([CH3:24])([CH3:25])[CH3:26])=[O:21])[C@@:13]([CH3:27])([C:11](=[O:12])[NH:10][CH2:9][C:8](=[O:28])[C:5]2[CH:6]=[CH:7][C:2]([O:1][CH2:43][CH2:42][CH2:41][CH2:40][O:33][C:34]3[CH:39]=[CH:38][CH:37]=[CH:36][CH:35]=3)=[C:3]([C:29]([F:31])([F:32])[F:30])[CH:4]=2)[CH2:17][O:16]1. The yield is 0.390. (5) The reactants are [CH:1]1([O:4][C:5]2[CH:6]=[C:7]([C:15]3[N:24](COCC[Si](C)(C)C)[C:18]4[CH:19]=[N:20][NH:21][C:22](=[O:23])[C:17]=4[C:16]=3[CH2:33][O:34][CH2:35][CH3:36])[CH:8]=[CH:9][C:10]=2[O:11][CH:12]([F:14])[F:13])[CH2:3][CH2:2]1.C1(OC2C=C(C3N(COCC[Si](C)(C)C)C4C=NNC(=O)C=4C=3)C=CC=2OC(F)F)CC1. The catalyst is O. The product is [CH:1]1([O:4][C:5]2[CH:6]=[C:7]([C:15]3[NH:24][C:18]4[CH:19]=[N:20][NH:21][C:22](=[O:23])[C:17]=4[C:16]=3[CH2:33][O:34][CH2:35][CH3:36])[CH:8]=[CH:9][C:10]=2[O:11][CH:12]([F:13])[F:14])[CH2:2][CH2:3]1. The yield is 0.380. (6) The reactants are [F:1][C:2]1[CH:3]=[C:4]([C:8](=[O:11])[CH2:9][CH3:10])[CH:5]=[CH:6][CH:7]=1.[Br:12]Br. The catalyst is C(Cl)Cl. The product is [Br:12][CH:9]([CH3:10])[C:8]([C:4]1[CH:5]=[CH:6][CH:7]=[C:2]([F:1])[CH:3]=1)=[O:11]. The yield is 0.940. (7) The reactants are Br[C:2]1[CH:7]=[CH:6][C:5]([CH2:8][O:9][Si:10]([C:13]([CH3:16])([CH3:15])[CH3:14])([CH3:12])[CH3:11])=[CH:4][C:3]=1[S:17]([NH:20][C:21]([CH3:24])([CH3:23])[CH3:22])(=[O:19])=[O:18].[C:25]1([CH2:31][SH:32])[CH:30]=[CH:29][CH:28]=[CH:27][CH:26]=1.C(N(C(C)C)C(C)C)C. The catalyst is CN(C)C=O.CC1(C)C2C=CC=C(P(C3C=CC=CC=3)C3C=CC=CC=3)C=2OC2C1=CC=CC=2P(C1C=CC=CC=1)C1C=CC=CC=1. The product is [CH2:31]([S:32][C:2]1[CH:7]=[CH:6][C:5]([CH2:8][O:9][Si:10]([C:13]([CH3:16])([CH3:15])[CH3:14])([CH3:12])[CH3:11])=[CH:4][C:3]=1[S:17]([NH:20][C:21]([CH3:24])([CH3:23])[CH3:22])(=[O:19])=[O:18])[C:25]1[CH:30]=[CH:29][CH:28]=[CH:27][CH:26]=1. The yield is 0.860.